Dataset: Full USPTO retrosynthesis dataset with 1.9M reactions from patents (1976-2016). Task: Predict the reactants needed to synthesize the given product. (1) Given the product [Cl:1][C:2]1[C:7]([C:8]([NH:16][C:15]2[CH:17]=[CH:18][CH:19]=[CH:20][C:14]=2[O:13][CH3:12])=[O:9])=[C:6]([Cl:11])[N:5]=[CH:4][N:3]=1, predict the reactants needed to synthesize it. The reactants are: [Cl:1][C:2]1[C:7]([C:8](Cl)=[O:9])=[C:6]([Cl:11])[N:5]=[CH:4][N:3]=1.[CH3:12][O:13][C:14]1[CH:20]=[CH:19][CH:18]=[CH:17][C:15]=1[NH2:16]. (2) Given the product [Cl:3][C:4]1[CH:5]=[C:6]([C:10]2[C:19]3[C:14](=[CH:15][CH:16]=[C:17]([C:20](=[O:28])[C:21]4[CH:26]=[CH:25][CH:24]=[C:23]([I:27])[CH:22]=4)[CH:18]=3)[N:13]([CH3:30])[C:12](=[O:29])[CH:11]=2)[CH:7]=[CH:8][CH:9]=1, predict the reactants needed to synthesize it. The reactants are: IC.[Cl:3][C:4]1[CH:5]=[C:6]([C:10]2[C:19]3[C:14](=[CH:15][CH:16]=[C:17]([C:20](=[O:28])[C:21]4[CH:26]=[CH:25][CH:24]=[C:23]([I:27])[CH:22]=4)[CH:18]=3)[NH:13][C:12](=[O:29])[CH:11]=2)[CH:7]=[CH:8][CH:9]=1.[CH3:30]COC(C)=O.